Task: Predict the reactants needed to synthesize the given product.. Dataset: Full USPTO retrosynthesis dataset with 1.9M reactions from patents (1976-2016) (1) The reactants are: [OH:1][CH2:2][C:3]1([CH2:6][OH:7])[CH2:5][CH2:4]1.C(N(CC)CC)C.[S:15](Cl)(Cl)=[O:16]. Given the product [CH2:5]1[C:3]2([CH2:6][O:7][S:15](=[O:16])[O:1][CH2:2]2)[CH2:4]1, predict the reactants needed to synthesize it. (2) Given the product [CH3:1][S:2]([C:5]1[CH:10]=[CH:9][C:8]([C:11]2[C:12]([C:17]([Cl:22])=[O:19])=[CH:13][CH:14]=[CH:15][CH:16]=2)=[CH:7][CH:6]=1)(=[O:4])=[O:3], predict the reactants needed to synthesize it. The reactants are: [CH3:1][S:2]([C:5]1[CH:10]=[CH:9][C:8]([C:11]2[C:12]([C:17]([OH:19])=O)=[CH:13][CH:14]=[CH:15][CH:16]=2)=[CH:7][CH:6]=1)(=[O:4])=[O:3].S(Cl)([Cl:22])=O. (3) Given the product [CH3:1][O:2][C:3]1[CH:4]=[C:5]([CH:19]=[CH:20][CH:21]=1)[O:6][C:7]1[CH:8]=[CH:9][C:10]2[N:14]=[C:13]([CH2:15][O:16][C:23]3[CH:24]=[C:25]([CH:30]=[CH:31][CH:32]=3)[C:26]([O:28][CH3:29])=[O:27])[N:12]([CH3:17])[C:11]=2[CH:18]=1, predict the reactants needed to synthesize it. The reactants are: [CH3:1][O:2][C:3]1[CH:4]=[C:5]([CH:19]=[CH:20][CH:21]=1)[O:6][C:7]1[CH:8]=[CH:9][C:10]2[N:14]=[C:13]([CH2:15][OH:16])[N:12]([CH3:17])[C:11]=2[CH:18]=1.O[C:23]1[CH:24]=[C:25]([CH:30]=[CH:31][CH:32]=1)[C:26]([O:28][CH3:29])=[O:27].C(P(CCCC)CCCC)CCC.N(C(N1CCCCC1)=O)=NC(N1CCCCC1)=O.